This data is from Forward reaction prediction with 1.9M reactions from USPTO patents (1976-2016). The task is: Predict the product of the given reaction. (1) Given the reactants [NH2:1][C:2]1[CH:7]=[C:6]([Br:8])[CH:5]=[C:4]([O:9][CH2:10][C:11]2[CH:16]=[CH:15][CH:14]=[CH:13][CH:12]=2)[C:3]=1[NH:17][C:18]([CH:20]1[CH2:22][CH2:21]1)=O.Cl.[C:24]([BH3-])#N.[Na+].[OH-].[Na+], predict the reaction product. The product is: [CH2:10]([O:9][C:4]1[C:3]2[N:17]=[C:18]([CH:20]3[CH2:22][CH2:21]3)[N:1]([CH3:24])[C:2]=2[CH:7]=[C:6]([Br:8])[CH:5]=1)[C:11]1[CH:16]=[CH:15][CH:14]=[CH:13][CH:12]=1. (2) The product is: [CH:1]1([N:6]2[CH2:7][CH2:8][N:9]([C:12]([C:14]3[CH:15]=[C:16]4[C:20](=[CH:21][CH:22]=3)[N:19]([CH2:38][CH:35]3[CH2:37][CH2:36]3)[C:18]([C:23]([N:25]3[CH2:26][CH2:27][C:28]([F:31])([F:32])[CH2:29][CH2:30]3)=[O:24])=[CH:17]4)=[O:13])[CH2:10][CH2:11]2)[CH2:5][CH2:4][CH2:3][CH2:2]1. Given the reactants [CH:1]1([N:6]2[CH2:11][CH2:10][N:9]([C:12]([C:14]3[CH:15]=[C:16]4[C:20](=[CH:21][CH:22]=3)[NH:19][C:18]([C:23]([N:25]3[CH2:30][CH2:29][C:28]([F:32])([F:31])[CH2:27][CH2:26]3)=[O:24])=[CH:17]4)=[O:13])[CH2:8][CH2:7]2)[CH2:5][CH2:4][CH2:3][CH2:2]1.[H-].[Na+].[CH:35]1([CH2:38]Br)[CH2:37][CH2:36]1, predict the reaction product. (3) Given the reactants [Cl:27][C:24]1[CH:23]=[CH:22][C:21]([CH:16]([O:17][CH2:18][C:19]#[CH:20])[C:15](OCCO[C:15](=[O:28])[CH:16]([C:21]2[CH:26]=[CH:25][C:24]([Cl:27])=[CH:23][CH:22]=2)[O:17][CH2:18][C:19]#[CH:20])=[O:28])=[CH:26][CH:25]=1.ClC1C=CC=CC=1.[NH2:40][CH2:41][CH2:42][C:43]1[CH:48]=[CH:47][C:46]([OH:49])=[C:45]([O:50][CH3:51])[CH:44]=1.CCN(CCO)CC, predict the reaction product. The product is: [Cl:27][C:24]1[CH:23]=[CH:22][C:21]([CH:16]([O:17][CH2:18][C:19]#[CH:20])[C:15]([NH:40][CH2:41][CH2:42][C:43]2[CH:48]=[CH:47][C:46]([OH:49])=[C:45]([O:50][CH3:51])[CH:44]=2)=[O:28])=[CH:26][CH:25]=1. (4) Given the reactants [C:1]([OH:9])(=O)[C:2]1[CH:7]=[CH:6][N:5]=[CH:4][CH:3]=1.CCN(C(C)C)C(C)C.CN(C(ON1N=NC2C=CC=NC1=2)=[N+](C)C)C.F[P-](F)(F)(F)(F)F.Cl.[CH2:44]([O:51][C:52](=[O:71])[NH:53][CH2:54][CH2:55][CH2:56][CH2:57][C@H:58]([NH2:70])[C:59]([C:61]1[S:62][C:63]2[CH:69]=[CH:68][CH:67]=[CH:66][C:64]=2[N:65]=1)=[O:60])[C:45]1[CH:50]=[CH:49][CH:48]=[CH:47][CH:46]=1, predict the reaction product. The product is: [CH2:44]([O:51][C:52](=[O:71])[NH:53][CH2:54][CH2:55][CH2:56][CH2:57][C@H:58]([NH:70][C:1]([C:2]1[CH:3]=[CH:4][N:5]=[CH:6][CH:7]=1)=[O:9])[C:59]([C:61]1[S:62][C:63]2[CH:69]=[CH:68][CH:67]=[CH:66][C:64]=2[N:65]=1)=[O:60])[C:45]1[CH:50]=[CH:49][CH:48]=[CH:47][CH:46]=1. (5) Given the reactants ClC1C=CC=CC=1C1C=CN=CC=1N(CCS(C)(=O)=O)C(=O)C1C=[C:20]([C:22]([F:25])([F:24])[F:23])C=[C:20]([C:22]([F:25])([F:24])[F:23])C=1.[C:37]([O:41][C:42](=[O:61])[NH:43][C:44]1[CH:45]=[N:46][CH:47]=[CH:48][C:49]=1[C:50]1[CH:55]=[CH:54][CH:53]=[CH:52][C:51]=1[O:56][C:57]([F:60])([F:59])[F:58])([CH3:40])([CH3:39])[CH3:38].FC(F)(F)S(OCC(F)(F)F)(=O)=O, predict the reaction product. The product is: [C:37]([O:41][C:42](=[O:61])[N:43]([CH2:20][C:22]([F:25])([F:24])[F:23])[C:44]1[CH:45]=[N:46][CH:47]=[CH:48][C:49]=1[C:50]1[CH:55]=[CH:54][CH:53]=[CH:52][C:51]=1[O:56][C:57]([F:58])([F:59])[F:60])([CH3:40])([CH3:38])[CH3:39]. (6) Given the reactants [CH3:1][O:2][C:3]1[CH:8]=[CH:7][CH:6]=[C:5]([N+:9]([O-:11])=[O:10])[C:4]=1[NH2:12].[I:13]I, predict the reaction product. The product is: [I:13][C:7]1[CH:6]=[C:5]([N+:9]([O-:11])=[O:10])[C:4]([NH2:12])=[C:3]([O:2][CH3:1])[CH:8]=1. (7) The product is: [CH2:1]([N:8]1[CH:12]=[C:11]([NH:13][C:14]([C:16]2[C:36]3[CH2:35][CH2:34][C:21]4([CH2:25][CH2:24][CH2:23][CH:22]4[OH:26])[CH2:20][C:19]=3[NH:18][N:17]=2)=[O:15])[CH:10]=[N:9]1)[C:2]1[CH:3]=[CH:4][CH:5]=[CH:6][CH:7]=1. Given the reactants [CH2:1]([N:8]1[CH:12]=[C:11]([NH:13][C:14]([C:16]2[C:36]3[CH2:35][CH2:34][C:21]4([CH2:25][CH2:24][CH2:23][CH:22]4[O:26][Si](C(C)(C)C)(C)C)[CH2:20][C:19]=3[N:18](COCC[Si](C)(C)C)[N:17]=2)=[O:15])[CH:10]=[N:9]1)[C:2]1[CH:7]=[CH:6][CH:5]=[CH:4][CH:3]=1.FC(F)(F)C(O)=O, predict the reaction product. (8) Given the reactants [CH3:1][O:2][C:3](=[O:11])[CH2:4][CH2:5][CH2:6][C:7](=O)[CH2:8]Br.[C:12]([NH:19][C:20]([NH2:22])=[NH:21])([O:14][C:15]([CH3:18])([CH3:17])[CH3:16])=[O:13].N[C@H](C(O)=O)CC1C=C2C(C=CC=C2)=CC=1, predict the reaction product. The product is: [C:15]([O:14][C:12]([N:19]1[CH:8]=[C:7]([CH2:6][CH2:5][CH2:4][C:3]([O:2][CH3:1])=[O:11])[N:21]=[C:20]1[NH2:22])=[O:13])([CH3:18])([CH3:16])[CH3:17]. (9) Given the reactants [CH3:1][C:2]1[C:14]2[C:5](=[N:6][C:7]3[C:12]([C:13]=2[NH2:15])=[CH:11][CH:10]=[CH:9][CH:8]=3)[N:4]([C:16]2[CH:21]=[CH:20][CH:19]=[CH:18][N:17]=2)[N:3]=1.[ClH:22].C(OCC)(=O)C, predict the reaction product. The product is: [ClH:22].[CH3:1][C:2]1[C:14]2[C:5](=[N:6][C:7]3[C:12]([C:13]=2[NH2:15])=[CH:11][CH:10]=[CH:9][CH:8]=3)[N:4]([C:16]2[CH:21]=[CH:20][CH:19]=[CH:18][N:17]=2)[N:3]=1.